Predict the reactants needed to synthesize the given product. From a dataset of Full USPTO retrosynthesis dataset with 1.9M reactions from patents (1976-2016). Given the product [NH2:1][C:2]1[C:3]([C:33]2[CH:34]=[CH:35][C:30]3[O:29][C:46](=[O:47])[NH:45][C:31]=3[CH:32]=2)=[C:4]([NH:8][C@H:9]([C:11]2[N:16]([C:17]3[CH:22]=[CH:21][CH:20]=[CH:19][CH:18]=3)[C:15](=[O:23])[C:14]3=[C:24]([CH3:27])[CH:25]=[CH:26][N:13]3[N:12]=2)[CH3:10])[N:5]=[CH:6][N:7]=1, predict the reactants needed to synthesize it. The reactants are: [NH2:1][C:2]1[N:7]=[CH:6][N:5]=[C:4]([NH:8][C@H:9]([C:11]2[N:16]([C:17]3[CH:22]=[CH:21][CH:20]=[CH:19][CH:18]=3)[C:15](=[O:23])[C:14]3=[C:24]([CH3:27])[CH:25]=[CH:26][N:13]3[N:12]=2)[CH3:10])[C:3]=1I.[OH:29][C:30]1[CH:35]=[CH:34][C:33](B2OC(C)(C)C(C)(C)O2)=[CH:32][C:31]=1[NH:45][C:46](N)=[O:47].C(=O)([O-])[O-].[Na+].[Na+].